This data is from Reaction yield outcomes from USPTO patents with 853,638 reactions. The task is: Predict the reaction yield, written as a fraction of the theoretical maximum amount of product (1.0 means a 100% yield; for example, 0.34 means a 34% yield). (1) The reactants are Br[C:2]1[CH:3]=[CH:4][C:5]([N:9]2[CH2:14][CH2:13][N:12]([CH3:15])[CH2:11][CH2:10]2)=[C:6]([CH:8]=1)[NH2:7].[B:16]1([B:16]2[O:20][C:19]([CH3:22])([CH3:21])[C:18]([CH3:24])([CH3:23])[O:17]2)[O:20][C:19]([CH3:22])([CH3:21])[C:18]([CH3:24])([CH3:23])[O:17]1.CC([O-])=O.[K+].C(Cl)Cl. The catalyst is O1CCOCC1. The product is [CH3:15][N:12]1[CH2:13][CH2:14][N:9]([C:5]2[CH:4]=[CH:3][C:2]([B:16]3[O:20][C:19]([CH3:22])([CH3:21])[C:18]([CH3:24])([CH3:23])[O:17]3)=[CH:8][C:6]=2[NH2:7])[CH2:10][CH2:11]1. The yield is 0.590. (2) The reactants are [I:1][C:2]1[CH:3]=[C:4]([CH:8]=[C:9]([N+:11]([O-:13])=[O:12])[CH:10]=1)[C:5]([OH:7])=[O:6].O=S(Cl)Cl.[CH3:18]O. No catalyst specified. The product is [CH3:18][O:6][C:5](=[O:7])[C:4]1[CH:8]=[C:9]([N+:11]([O-:13])=[O:12])[CH:10]=[C:2]([I:1])[CH:3]=1. The yield is 0.990. (3) The reactants are C(OC(=O)[NH:7][C:8]1[CH:13]=[CH:12][CH:11]=[CH:10][C:9]=1[NH:14][C:15](=[O:44])/[CH:16]=[CH:17]/[C:18]1[CH:23]=[CH:22][C:21]([CH:24]([C:31](=[O:43])[NH:32][C:33]2[CH:38]=[CH:37][C:36]([C:39]([CH3:42])([CH3:41])[CH3:40])=[CH:35][CH:34]=2)[NH:25][CH2:26][CH2:27][N:28]([CH3:30])[CH3:29])=[CH:20][CH:19]=1)(C)(C)C.Cl. The catalyst is CO. The product is [NH2:7][C:8]1[CH:13]=[CH:12][CH:11]=[CH:10][C:9]=1[NH:14][C:15](=[O:44])/[CH:16]=[CH:17]/[C:18]1[CH:23]=[CH:22][C:21]([CH:24]([C:31](=[O:43])[NH:32][C:33]2[CH:34]=[CH:35][C:36]([C:39]([CH3:40])([CH3:41])[CH3:42])=[CH:37][CH:38]=2)[NH:25][CH2:26][CH2:27][N:28]([CH3:30])[CH3:29])=[CH:20][CH:19]=1. The yield is 0.240. (4) The reactants are [CH3:1][C:2]1[CH:7]=[C:6]([CH3:8])[CH:5]=[C:4]([CH3:9])[C:3]=1[SH:10].[H-].[Na+].[CH2:13]([N:20]1[C:24]2[N:25]=[C:26]([NH2:30])[N:27]=[C:28](Cl)[C:23]=2[CH:22]=[CH:21]1)[C:14]1[CH:19]=[CH:18][CH:17]=[CH:16][CH:15]=1. No catalyst specified. The product is [CH2:13]([N:20]1[C:24]2[N:25]=[C:26]([NH2:30])[N:27]=[C:28]([S:10][C:3]3[C:4]([CH3:9])=[CH:5][C:6]([CH3:8])=[CH:7][C:2]=3[CH3:1])[C:23]=2[CH:22]=[CH:21]1)[C:14]1[CH:15]=[CH:16][CH:17]=[CH:18][CH:19]=1. The yield is 0.940. (5) The reactants are [NH2:1][C:2]([C:7]1[CH:12]=[CH:11][C:10]([Br:13])=[CH:9][CH:8]=1)([CH3:6])[C:3]([OH:5])=[O:4].Cl.[CH2:15](O)[CH3:16]. No catalyst specified. The product is [CH2:15]([O:4][C:3](=[O:5])[C:2]([NH2:1])([C:7]1[CH:8]=[CH:9][C:10]([Br:13])=[CH:11][CH:12]=1)[CH3:6])[CH3:16]. The yield is 0.720. (6) The reactants are [C:1]([C:3]1[CH:4]=[C:5]([CH:8]=[CH:9][CH:10]=1)[CH:6]=[O:7])#[N:2].C(OC1C=C(C=C(OCC2C=CC=CC=2)C=1)CN)C1C=CC=CC=1. No catalyst specified. The product is [OH:7][CH2:6][C:5]1[CH:4]=[C:3]([CH:10]=[CH:9][CH:8]=1)[CH2:1][NH2:2]. The yield is 0.660. (7) The reactants are CC(OI1(OC(C)=O)(OC(C)=O)OC(=O)C2C=CC=CC1=2)=O.[OH:23][CH:24]([C:34]1[CH:41]=[CH:40][C:37]([CH2:38][OH:39])=[CH:36][C:35]=1[CH3:42])[CH2:25][CH2:26][CH2:27][CH2:28][CH2:29][CH2:30][CH2:31][CH2:32][CH3:33]. The catalyst is C(Cl)Cl. The product is [CH3:42][C:35]1[CH:36]=[C:37]([CH:40]=[CH:41][C:34]=1[C:24](=[O:23])[CH2:25][CH2:26][CH2:27][CH2:28][CH2:29][CH2:30][CH2:31][CH2:32][CH3:33])[CH:38]=[O:39]. The yield is 0.830. (8) The reactants are [Cl:1][C:2]1[CH:3]=[C:4](I)[C:5]([NH2:8])=[N:6][CH:7]=1.[CH2:10]([Si:12]([CH2:20][CH3:21])([CH2:18][CH3:19])[C:13]#[C:14][CH2:15][CH2:16][OH:17])[CH3:11].[Cl-].[Li+].C(=O)([O-])[O-].[Na+].[Na+]. The catalyst is CN(C=O)C.ClCCl.C1(P(C2C=CC=CC=2)[C-]2C=CC=C2)C=CC=CC=1.[C-]1(P(C2C=CC=CC=2)C2C=CC=CC=2)C=CC=C1.[Fe+2]. The product is [Cl:1][C:2]1[CH:3]=[C:4]2[C:14]([CH2:15][CH2:16][OH:17])=[C:13]([Si:12]([CH2:20][CH3:21])([CH2:10][CH3:11])[CH2:18][CH3:19])[NH:8][C:5]2=[N:6][CH:7]=1. The yield is 0.880. (9) The reactants are COC1C=C(N[N:12]=[C:13]([C:16]#[N:17])[C:14]#[N:15])C=CC=1OC.[NH2:18][C:19]1[CH:20]=[C:21]([O:27][CH3:28])[C:22]([O:25][CH3:26])=[CH:23][CH:24]=1.C(#N)CC#N.O.[NH2:35][NH2:36]. No catalyst specified. The product is [CH3:28][O:27][C:21]1[CH:20]=[C:19]([NH:18][N:12]=[C:13]2[C:14]([NH2:15])=[N:36][N:35]=[C:16]2[NH2:17])[CH:24]=[CH:23][C:22]=1[O:25][CH3:26]. The yield is 0.350. (10) The reactants are [CH2:1]1[CH2:6][C@H:5]([C:7]([OH:9])=[O:8])[CH2:4][CH2:3][C@H:2]1[CH2:10][NH2:11].[C:12]([O:20][CH:21]([O:25][C:26](ON1C(=O)CCC1=O)=[O:27])[CH:22]([CH3:24])[CH3:23])(=[O:19])[C:13]1[CH:18]=[CH:17][CH:16]=[CH:15][CH:14]=1. The catalyst is CC(OC)(C)C.CC(C)=O.O. The product is [C:12]([O:20][CH:21]([O:25][C:26]([NH:11][CH2:10][C@H:2]1[CH2:3][CH2:4][C@H:5]([C:7]([OH:9])=[O:8])[CH2:6][CH2:1]1)=[O:27])[CH:22]([CH3:24])[CH3:23])(=[O:19])[C:13]1[CH:18]=[CH:17][CH:16]=[CH:15][CH:14]=1. The yield is 0.350.